Dataset: NCI-60 drug combinations with 297,098 pairs across 59 cell lines. Task: Regression. Given two drug SMILES strings and cell line genomic features, predict the synergy score measuring deviation from expected non-interaction effect. (1) Drug 1: COC1=NC(=NC2=C1N=CN2C3C(C(C(O3)CO)O)O)N. Drug 2: CCCCCOC(=O)NC1=NC(=O)N(C=C1F)C2C(C(C(O2)C)O)O. Cell line: MDA-MB-231. Synergy scores: CSS=-13.2, Synergy_ZIP=4.81, Synergy_Bliss=-1.23, Synergy_Loewe=-13.1, Synergy_HSA=-12.7. (2) Drug 1: CC1=CC2C(CCC3(C2CCC3(C(=O)C)OC(=O)C)C)C4(C1=CC(=O)CC4)C. Drug 2: CC1CCC2CC(C(=CC=CC=CC(CC(C(=O)C(C(C(=CC(C(=O)CC(OC(=O)C3CCCCN3C(=O)C(=O)C1(O2)O)C(C)CC4CCC(C(C4)OC)OCCO)C)C)O)OC)C)C)C)OC. Cell line: IGROV1. Synergy scores: CSS=33.4, Synergy_ZIP=7.23, Synergy_Bliss=7.90, Synergy_Loewe=-11.4, Synergy_HSA=6.81. (3) Drug 1: CC1C(C(=O)NC(C(=O)N2CCCC2C(=O)N(CC(=O)N(C(C(=O)O1)C(C)C)C)C)C(C)C)NC(=O)C3=C4C(=C(C=C3)C)OC5=C(C(=O)C(=C(C5=N4)C(=O)NC6C(OC(=O)C(N(C(=O)CN(C(=O)C7CCCN7C(=O)C(NC6=O)C(C)C)C)C)C(C)C)C)N)C. Drug 2: CC1=CC=C(C=C1)C2=CC(=NN2C3=CC=C(C=C3)S(=O)(=O)N)C(F)(F)F. Cell line: SK-MEL-5. Synergy scores: CSS=18.3, Synergy_ZIP=7.42, Synergy_Bliss=10.3, Synergy_Loewe=-0.491, Synergy_HSA=7.44. (4) Drug 1: CC(C)NC(=O)C1=CC=C(C=C1)CNNC.Cl. Drug 2: C1C(C(OC1N2C=NC(=NC2=O)N)CO)O. Cell line: M14. Synergy scores: CSS=3.73, Synergy_ZIP=-0.625, Synergy_Bliss=0.817, Synergy_Loewe=1.31, Synergy_HSA=-1.02. (5) Drug 1: C1=C(C(=O)NC(=O)N1)N(CCCl)CCCl. Drug 2: CC1=C(N=C(N=C1N)C(CC(=O)N)NCC(C(=O)N)N)C(=O)NC(C(C2=CN=CN2)OC3C(C(C(C(O3)CO)O)O)OC4C(C(C(C(O4)CO)O)OC(=O)N)O)C(=O)NC(C)C(C(C)C(=O)NC(C(C)O)C(=O)NCCC5=NC(=CS5)C6=NC(=CS6)C(=O)NCCC[S+](C)C)O. Cell line: UACC-257. Synergy scores: CSS=1.06, Synergy_ZIP=-0.411, Synergy_Bliss=6.17, Synergy_Loewe=1.01, Synergy_HSA=1.57. (6) Drug 2: C1CN(P(=O)(OC1)NCCCl)CCCl. Synergy scores: CSS=25.9, Synergy_ZIP=0.126, Synergy_Bliss=-0.737, Synergy_Loewe=-12.2, Synergy_HSA=0.0106. Cell line: UO-31. Drug 1: C1=NC2=C(N1)C(=S)N=C(N2)N. (7) Cell line: OVCAR-4. Synergy scores: CSS=13.5, Synergy_ZIP=-5.11, Synergy_Bliss=-4.87, Synergy_Loewe=-40.0, Synergy_HSA=-2.68. Drug 1: C1=CC(=C2C(=C1NCCNCCO)C(=O)C3=C(C=CC(=C3C2=O)O)O)NCCNCCO. Drug 2: C1CCC(CC1)NC(=O)N(CCCl)N=O. (8) Drug 1: COC1=CC(=CC(=C1O)OC)C2C3C(COC3=O)C(C4=CC5=C(C=C24)OCO5)OC6C(C(C7C(O6)COC(O7)C8=CC=CS8)O)O. Drug 2: CC1=C(C(=O)C2=C(C1=O)N3CC4C(C3(C2COC(=O)N)OC)N4)N. Cell line: LOX IMVI. Synergy scores: CSS=51.5, Synergy_ZIP=-2.35, Synergy_Bliss=-3.41, Synergy_Loewe=2.05, Synergy_HSA=4.52. (9) Drug 1: CCCCCOC(=O)NC1=NC(=O)N(C=C1F)C2C(C(C(O2)C)O)O. Drug 2: C1=CC=C(C(=C1)C(C2=CC=C(C=C2)Cl)C(Cl)Cl)Cl. Cell line: NCI-H322M. Synergy scores: CSS=-2.97, Synergy_ZIP=2.22, Synergy_Bliss=-0.0187, Synergy_Loewe=-4.94, Synergy_HSA=-4.19.